Dataset: Peptide-MHC class I binding affinity with 185,985 pairs from IEDB/IMGT. Task: Regression. Given a peptide amino acid sequence and an MHC pseudo amino acid sequence, predict their binding affinity value. This is MHC class I binding data. The peptide sequence is QQPYPQQQPY. The MHC is HLA-A01:01 with pseudo-sequence HLA-A01:01. The binding affinity (normalized) is 0.0196.